This data is from Reaction yield outcomes from USPTO patents with 853,638 reactions. The task is: Predict the reaction yield, written as a fraction of the theoretical maximum amount of product (1.0 means a 100% yield; for example, 0.34 means a 34% yield). The reactants are [Cl:1][C:2]1[N:7]=[CH:6][N+:5]([O-])=[C:4]2[CH2:9][CH2:10][C@@H:11]([CH3:12])[C:3]=12.[C:13]([O:16]C(=O)C)(=[O:15])[CH3:14]. No catalyst specified. The product is [C:13]([O:16][CH:9]1[C:4]2[N:5]=[CH:6][N:7]=[C:2]([Cl:1])[C:3]=2[C@H:11]([CH3:12])[CH2:10]1)(=[O:15])[CH3:14]. The yield is 0.700.